From a dataset of Catalyst prediction with 721,799 reactions and 888 catalyst types from USPTO. Predict which catalyst facilitates the given reaction. The catalyst class is: 24. Reactant: [NH:1]1[C:5]2[CH:6]=[CH:7][CH:8]=[CH:9][C:4]=2[N:3]=[C:2]1[C:10]([C:12]1[CH:29]=[CH:28][C:15]([O:16][C:17]2[C:18]([C:23]([O:25]CC)=[O:24])=[N:19][CH:20]=[CH:21][N:22]=2)=[CH:14][CH:13]=1)=[O:11].[OH-].[Na+]. Product: [NH:1]1[C:5]2[CH:6]=[CH:7][CH:8]=[CH:9][C:4]=2[N:3]=[C:2]1[C:10]([C:12]1[CH:13]=[CH:14][C:15]([O:16][C:17]2[C:18]([C:23]([OH:25])=[O:24])=[N:19][CH:20]=[CH:21][N:22]=2)=[CH:28][CH:29]=1)=[O:11].